This data is from Catalyst prediction with 721,799 reactions and 888 catalyst types from USPTO. The task is: Predict which catalyst facilitates the given reaction. (1) Product: [CH3:2][O:3][CH2:4][CH2:5][N:6]1[C:10]([C:11]2[CH:16]=[CH:15][CH:14]=[CH:13][CH:12]=2)=[C:9]([CH3:17])[S:8][C:7]1=[N:18][C:25]([CH:21]1[C:22]([CH3:24])([CH3:23])[C:20]1([CH3:28])[CH3:19])=[O:26]. Reactant: Br.[CH3:2][O:3][CH2:4][CH2:5][N:6]1[C:10]([C:11]2[CH:16]=[CH:15][CH:14]=[CH:13][CH:12]=2)=[C:9]([CH3:17])[S:8][C:7]1=[NH:18].[CH3:19][C:20]1([CH3:28])[C:22]([CH3:24])([CH3:23])[CH:21]1[C:25](O)=[O:26].CN(C(ON1N=NC2C=CC=NC1=2)=[N+](C)C)C.F[P-](F)(F)(F)(F)F.C(N(CC)CC)C. The catalyst class is: 3. (2) Reactant: [C:1]([O:4][CH2:5][C:6]1[CH:11]=[CH:10][CH:9]=[C:8]([CH2:12][CH2:13][O:14]C2CCCCO2)[CH:7]=1)(=[O:3])[CH3:2]. Product: [C:1]([O:4][CH2:5][C:6]1[CH:11]=[CH:10][CH:9]=[C:8]([CH2:12][CH2:13][OH:14])[CH:7]=1)(=[O:3])[CH3:2]. The catalyst class is: 86. (3) Reactant: [C:1]([C:5]1[C:13]([N+:14]([O-])=O)=[CH:12][C:8]2[O:9][CH2:10][O:11][C:7]=2[CH:6]=1)([CH3:4])([CH3:3])[CH3:2].Cl.C(O)C. Product: [C:1]([C:5]1[C:13]([NH2:14])=[CH:12][C:8]2[O:9][CH2:10][O:11][C:7]=2[CH:6]=1)([CH3:4])([CH3:2])[CH3:3]. The catalyst class is: 150. (4) Reactant: Cl.[NH2:2][C:3]([NH2:5])=[NH:4].[H-].[Na+].[Cl:8][C:9]1[C:18]2[C:13](=[CH:14][CH:15]=[C:16]([S:19]([NH:22][C:23]3[CH:35]=[CH:34][CH:33]=[CH:32][C:24]=3[C:25]([O:27]C(C)(C)C)=[O:26])(=[O:21])=[O:20])[CH:17]=2)[C:12]([Cl:36])=[CH:11][N:10]=1.O. Product: [ClH:8].[Cl:36][C:12]1[C:13]2[C:18](=[CH:17][C:16]([S:19]([NH:22][C:23]3[CH:35]=[CH:34][CH:33]=[CH:32][C:24]=3[C:25]([OH:27])=[O:26])(=[O:21])=[O:20])=[CH:15][CH:14]=2)[C:9]([NH:4][C:3]([NH2:5])=[NH:2])=[N:10][CH:11]=1. The catalyst class is: 16. (5) Reactant: [OH:1][C:2]1[CH:9]=[CH:8][C:5]([CH:6]=[O:7])=[CH:4][CH:3]=1.C(=O)([O-])[O-].[K+].[K+].[CH2:16](Br)[C:17]1[CH:22]=[CH:21][CH:20]=[CH:19][CH:18]=1. Product: [CH2:16]([O:1][C:2]1[CH:9]=[CH:8][C:5]([CH:6]=[O:7])=[CH:4][CH:3]=1)[C:17]1[CH:22]=[CH:21][CH:20]=[CH:19][CH:18]=1. The catalyst class is: 21. (6) Reactant: Cl[C:2]1[O:3][CH:4]=[C:5]([C:7]([N:9]2[CH2:14][CH2:13][N:12]([C:15]([O:17][C:18]([CH3:21])([CH3:20])[CH3:19])=[O:16])[CH2:11][CH:10]2[CH2:22][O:23][C:24]2[CH:25]=[N:26][CH:27]=[CH:28][CH:29]=2)=[O:8])[N:6]=1.[NH:30]1[CH2:35][CH2:34][O:33][CH2:32][CH2:31]1.C(=O)([O-])[O-].[K+].[K+]. Product: [O:33]1[CH2:34][CH2:35][N:30]([C:2]2[O:3][CH:4]=[C:5]([C:7]([N:9]3[CH2:14][CH2:13][N:12]([C:15]([O:17][C:18]([CH3:21])([CH3:20])[CH3:19])=[O:16])[CH2:11][CH:10]3[CH2:22][O:23][C:24]3[CH:25]=[N:26][CH:27]=[CH:28][CH:29]=3)=[O:8])[N:6]=2)[CH2:31][CH2:32]1. The catalyst class is: 1. (7) Reactant: [F:1][C:2]([F:39])([F:38])[C:3]1[CH:4]=[C:5]([CH:31]=[C:32]([C:34]([F:37])([F:36])[F:35])[CH:33]=1)[CH2:6][O:7][CH2:8][C@:9]1([C:25]2[CH:30]=[CH:29][CH:28]=[CH:27][CH:26]=2)[CH2:13][CH2:12][C@@H:11]([N:14]2C(=O)C3C(=CC=CC=3)C2=O)[CH2:10]1.NN. Product: [F:1][C:2]([F:38])([F:39])[C:3]1[CH:4]=[C:5]([CH:31]=[C:32]([C:34]([F:37])([F:36])[F:35])[CH:33]=1)[CH2:6][O:7][CH2:8][C@:9]1([C:25]2[CH:30]=[CH:29][CH:28]=[CH:27][CH:26]=2)[CH2:13][CH2:12][C@@H:11]([NH2:14])[CH2:10]1. The catalyst class is: 11. (8) Reactant: [O:1]1[CH2:5][CH2:4][CH2:3][C@H:2]1[C:6]([OH:8])=O.CN(C(ON1N=NC2C=CC=NC1=2)=[N+](C)C)C.F[P-](F)(F)(F)(F)F.CCN(C(C)C)C(C)C.[CH3:42][N:43]1[C:52]2[C:47](=[CH:48][N:49]=[C:50]([CH3:53])[CH:51]=2)[CH:46]=[C:45]([C:54]2[CH:55]=[C:56]([NH:61]/[C:62](/[NH2:65])=[N:63]/O)[CH:57]=[CH:58][C:59]=2[CH3:60])[C:44]1=[O:66]. The catalyst class is: 3. Product: [CH3:42][N:43]1[C:52]2[C:47](=[CH:48][N:49]=[C:50]([CH3:53])[CH:51]=2)[CH:46]=[C:45]([C:54]2[CH:55]=[C:56]([NH:61][C:62]3[N:63]=[C:6]([C@@H:2]4[CH2:3][CH2:4][CH2:5][O:1]4)[O:8][N:65]=3)[CH:57]=[CH:58][C:59]=2[CH3:60])[C:44]1=[O:66]. (9) Reactant: [O:1]=[C:2]1[C:11]2[C:10](=[O:12])[CH2:9][CH2:8][CH2:7][C:6]=2[NH:5][CH:4]=[C:3]1[C:13]([O:15][CH2:16][CH3:17])=[O:14].[Br:18][C:19]1[CH:26]=[CH:25][C:22]([CH2:23]Br)=[CH:21][CH:20]=1.C(=O)([O-])[O-].[K+].[K+]. Product: [Br:18][C:19]1[CH:26]=[CH:25][C:22]([CH2:23][N:5]2[C:6]3[CH2:7][CH2:8][CH2:9][C:10](=[O:12])[C:11]=3[C:2](=[O:1])[C:3]([C:13]([O:15][CH2:16][CH3:17])=[O:14])=[CH:4]2)=[CH:21][CH:20]=1. The catalyst class is: 9. (10) Reactant: [F-].C([N+](CCCC)(CCCC)CCCC)CCC.[Cl:19][C:20]1[CH:25]=[CH:24][CH:23]=[C:22]([C:26]#[N:27])[C:21]=1[N:28]1[C:32]2=[N:33][CH:34]=[N:35][C:36]([O:37][C@@H:38]([CH2:49][O:50][C@H:51]([CH3:64])[CH2:52][O:53][Si](C(C)C)(C(C)C)C(C)C)[C:39]([NH:41][C:42]3[CH:47]=[CH:46][C:45]([CH3:48])=[CH:44][N:43]=3)=[O:40])=[C:31]2[CH:30]=[N:29]1. Product: [Cl:19][C:20]1[CH:25]=[CH:24][CH:23]=[C:22]([C:26]#[N:27])[C:21]=1[N:28]1[C:32]2=[N:33][CH:34]=[N:35][C:36]([O:37][C@@H:38]([CH2:49][O:50][C@H:51]([CH3:64])[CH2:52][OH:53])[C:39]([NH:41][C:42]3[CH:47]=[CH:46][C:45]([CH3:48])=[CH:44][N:43]=3)=[O:40])=[C:31]2[CH:30]=[N:29]1. The catalyst class is: 1.